Dataset: TCR-epitope binding with 47,182 pairs between 192 epitopes and 23,139 TCRs. Task: Binary Classification. Given a T-cell receptor sequence (or CDR3 region) and an epitope sequence, predict whether binding occurs between them. (1) The epitope is KRWIIMGLNK. The TCR CDR3 sequence is CASTAGGVWETQYF. Result: 0 (the TCR does not bind to the epitope). (2) Result: 0 (the TCR does not bind to the epitope). The epitope is IVTDFSVIK. The TCR CDR3 sequence is CASSYSPGYNEQFF.